From a dataset of Forward reaction prediction with 1.9M reactions from USPTO patents (1976-2016). Predict the product of the given reaction. Given the reactants Cl[S:2]([C:5]1[C:6]([CH3:16])=[C:7]([C:11]([O:13][CH2:14][CH3:15])=[O:12])[NH:8][C:9]=1[CH3:10])(=[O:4])=[O:3].[NH:17]1[CH2:21][CH2:20][CH2:19][CH2:18]1, predict the reaction product. The product is: [CH3:16][C:6]1[C:5]([S:2]([N:17]2[CH2:21][CH2:20][CH2:19][CH2:18]2)(=[O:4])=[O:3])=[C:9]([CH3:10])[NH:8][C:7]=1[C:11]([O:13][CH2:14][CH3:15])=[O:12].